Dataset: Catalyst prediction with 721,799 reactions and 888 catalyst types from USPTO. Task: Predict which catalyst facilitates the given reaction. (1) Reactant: [CH:1]1([NH:7][C:8]([NH2:10])=[O:9])[CH2:6][CH2:5][CH2:4][CH2:3][CH2:2]1.C[O:12][C:13]([CH:15]1[CH2:20][CH2:19][N:18]([CH2:21][CH2:22][C:23]2[C:31]3[C:26](=[CH:27][CH:28]=[CH:29][CH:30]=3)[NH:25][C:24]=2[C:32]2[CH:37]=[CH:36][CH:35]=[CH:34][CH:33]=2)[CH2:17][CH2:16]1)=O.C[O-].[Na+]. Product: [CH:1]1([NH:7][C:8]([NH:10][C:13]([CH:15]2[CH2:16][CH2:17][N:18]([CH2:21][CH2:22][C:23]3[C:31]4[C:26](=[CH:27][CH:28]=[CH:29][CH:30]=4)[NH:25][C:24]=3[C:32]3[CH:37]=[CH:36][CH:35]=[CH:34][CH:33]=3)[CH2:19][CH2:20]2)=[O:12])=[O:9])[CH2:6][CH2:5][CH2:4][CH2:3][CH2:2]1. The catalyst class is: 44. (2) Reactant: N([O-])=O.[Na+].N[C:6]1[CH:14]=[C:13]([C:15]([F:18])([F:17])[F:16])[CH:12]=[CH:11][C:7]=1[C:8]([OH:10])=[O:9].[H+].[B-](F)(F)(F)F.[C:25]([O:29][CH2:30][CH3:31])(=[O:28])[CH:26]=[CH2:27]. Product: [CH2:30]([O:29][C:25](/[CH:26]=[CH:27]/[C:6]1[CH:14]=[C:13]([C:15]([F:18])([F:17])[F:16])[CH:12]=[CH:11][C:7]=1[C:8]([OH:10])=[O:9])=[O:28])[CH3:31]. The catalyst class is: 97. (3) Reactant: C[Si]([N-][Si](C)(C)C)(C)C.[Li+].F[C:12]1[C:17]([C:18]2[N:23]=[C:22]([CH3:24])[N:21]=[C:20]([N:25]([CH2:35][C:36]3[CH:41]=[CH:40][C:39]([O:42][CH3:43])=[CH:38][CH:37]=3)[CH2:26][C:27]3[CH:32]=[CH:31][C:30]([O:33][CH3:34])=[CH:29][CH:28]=3)[N:19]=2)=[CH:16][C:15]([C@H:44]([N:46]2[CH2:51][CH2:50][N:49]([S:52]([CH3:55])(=[O:54])=[O:53])[CH2:48][C@@H:47]2[CH3:56])[CH3:45])=[CH:14][N:13]=1.[F:57][C:58]1[CH:59]=[C:60]([NH2:66])[CH:61]=[N:62][C:63]=1[O:64][CH3:65].[NH4+].[Cl-]. Product: [F:57][C:58]1[CH:59]=[C:60]([NH:66][C:12]2[C:17]([C:18]3[N:23]=[C:22]([CH3:24])[N:21]=[C:20]([N:25]([CH2:35][C:36]4[CH:41]=[CH:40][C:39]([O:42][CH3:43])=[CH:38][CH:37]=4)[CH2:26][C:27]4[CH:28]=[CH:29][C:30]([O:33][CH3:34])=[CH:31][CH:32]=4)[N:19]=3)=[CH:16][C:15]([C@H:44]([N:46]3[CH2:51][CH2:50][N:49]([S:52]([CH3:55])(=[O:54])=[O:53])[CH2:48][C@@H:47]3[CH3:56])[CH3:45])=[CH:14][N:13]=2)[CH:61]=[N:62][C:63]=1[O:64][CH3:65]. The catalyst class is: 1.